This data is from Reaction yield outcomes from USPTO patents with 853,638 reactions. The task is: Predict the reaction yield, written as a fraction of the theoretical maximum amount of product (1.0 means a 100% yield; for example, 0.34 means a 34% yield). (1) The reactants are [F:1][C:2]1([F:16])[CH2:6][N:5]([C:7]([O:9][C:10]([CH3:13])([CH3:12])[CH3:11])=[O:8])[C@@H:4]([CH2:14][OH:15])[CH2:3]1.CC(OI1(OC(C)=O)(OC(C)=O)OC(=O)C2C=CC=CC1=2)=O. The catalyst is C(Cl)Cl. The product is [F:16][C:2]1([F:1])[CH2:6][N:5]([C:7]([O:9][C:10]([CH3:11])([CH3:12])[CH3:13])=[O:8])[C@@H:4]([CH:14]=[O:15])[CH2:3]1. The yield is 0.480. (2) The reactants are [C:1]([O:5][C:6]([N:8]1[CH2:11][CH2:10][C@H:9]1[CH2:12]OS(C)(=O)=O)=[O:7])([CH3:4])([CH3:3])[CH3:2].C([BH-](CC)CC)C.[Li+].C(OCC)(=O)C. The catalyst is C1COCC1. The product is [C:1]([O:5][C:6]([N:8]1[CH2:11][CH2:10][C@H:9]1[CH3:12])=[O:7])([CH3:4])([CH3:2])[CH3:3]. The yield is 0.300. (3) The reactants are [CH2:1]([NH:3][C:4]([NH:6][C:7]1[CH:8]=[C:9]([CH:11]=[CH:12][CH:13]=1)[NH2:10])=[O:5])[CH3:2].Cl[C:15]1[N:20]=[C:19](Cl)[C:18]([F:22])=[CH:17][N:16]=1. No catalyst specified. The product is [CH2:1]([NH:3][C:4]([NH:6][C:7]1[CH:8]=[C:9]([NH:10][C:15]2[N:20]=[C:19]([NH:10][C:9]3[CH:11]=[CH:12][CH:13]=[C:7]([NH:6][C:4]([NH:3][CH2:1][CH3:2])=[O:5])[CH:8]=3)[C:18]([F:22])=[CH:17][N:16]=2)[CH:11]=[CH:12][CH:13]=1)=[O:5])[CH3:2]. The yield is 0.660. (4) The product is [CH:5]12[CH2:8][CH:7]([CH:6]=[CH:10]1)[CH2:4][CH:3]2[CH:2]=[O:1]. The catalyst is ClCCl.C(N(CC)CC)C. The reactants are [O:1]=[CH:2][C:3](=[CH2:5])[CH3:4].[CH:6]1[CH2:10]C=[CH:8][CH:7]=1.O. The yield is 0.950. (5) The catalyst is CO. The yield is 0.970. The reactants are C([O:4][C@@H:5]([CH2:8][C:9]1[CH:14]=[C:13]([F:15])[CH:12]=[CH:11][C:10]=1[OH:16])[CH2:6][Br:7])(=O)C.Cl. The product is [Br:7][CH2:6][C@@H:5]([OH:4])[CH2:8][C:9]1[CH:14]=[C:13]([F:15])[CH:12]=[CH:11][C:10]=1[OH:16]. (6) The reactants are [NH2:1][C:2]1[CH:14]=[C:13]([O:15][CH2:16][C@@H:17]2[CH2:21][CH2:20][CH2:19][N:18]2[CH3:22])[CH:12]=[CH:11][C:3]=1[C:4]([O:6][C:7]([CH3:10])([CH3:9])[CH3:8])=[O:5].[O:23]1[CH2:28][CH2:27][C:26](=O)[CH2:25][CH2:24]1.C(O)(C(F)(F)F)=O. The catalyst is C(Cl)Cl. The product is [CH3:22][N:18]1[CH2:19][CH2:20][CH2:21][C@H:17]1[CH2:16][O:15][C:13]1[CH:12]=[CH:11][C:3]([C:4]([O:6][C:7]([CH3:9])([CH3:8])[CH3:10])=[O:5])=[C:2]([NH:1][CH:26]2[CH2:27][CH2:28][O:23][CH2:24][CH2:25]2)[CH:14]=1. The yield is 0.880. (7) The reactants are I[C:2]1[C:12]([CH3:13])=[CH:11][CH:10]=[CH:9][C:3]=1[C:4]([O:6][CH2:7][CH3:8])=[O:5].C([Sn](CCCC)(CCCC)[C:19]1[O:20][CH:21]=[CH:22][N:23]=1)CCC. The catalyst is COCCOC.[Cu]I.C1C=CC([P]([Pd]([P](C2C=CC=CC=2)(C2C=CC=CC=2)C2C=CC=CC=2)([P](C2C=CC=CC=2)(C2C=CC=CC=2)C2C=CC=CC=2)[P](C2C=CC=CC=2)(C2C=CC=CC=2)C2C=CC=CC=2)(C2C=CC=CC=2)C2C=CC=CC=2)=CC=1. The product is [CH3:13][C:12]1[C:2]([C:19]2[O:20][CH:21]=[CH:22][N:23]=2)=[C:3]([CH:9]=[CH:10][CH:11]=1)[C:4]([O:6][CH2:7][CH3:8])=[O:5]. The yield is 0.670. (8) The reactants are [OH:1][C:2]1[CH:9]=[CH:8][C:5]([CH:6]=[O:7])=[CH:4][CH:3]=1.N1C=CC=CC=1.[C:16](Cl)(=[O:24])[CH2:17][CH2:18][CH2:19][CH2:20][CH2:21][CH2:22][CH3:23].N#N. The catalyst is O.C(Cl)Cl. The product is [C:16]([O:1][C:2]1[CH:9]=[CH:8][C:5]([CH:6]=[O:7])=[CH:4][CH:3]=1)(=[O:24])[CH2:17][CH2:18][CH2:19][CH2:20][CH2:21][CH2:22][CH3:23]. The yield is 0.860. (9) The yield is 1.00. The catalyst is CO.O1CCCC1. The reactants are [N:1]([CH:4]([C:26]1[CH:31]=[CH:30][CH:29]=[CH:28][CH:27]=1)[C:5]1[CH:6]=[C:7]([CH:23]=[CH:24][CH:25]=1)[O:8][CH2:9][C:10]1[CH:15]=[CH:14][C:13]([C:16]2([C:19]([O:21]C)=[O:20])[CH2:18][CH2:17]2)=[CH:12][CH:11]=1)=[N+:2]=[N-:3].[OH-].[Na+]. The product is [N:1]([CH:4]([C:26]1[CH:27]=[CH:28][CH:29]=[CH:30][CH:31]=1)[C:5]1[CH:6]=[C:7]([CH:23]=[CH:24][CH:25]=1)[O:8][CH2:9][C:10]1[CH:11]=[CH:12][C:13]([C:16]2([C:19]([OH:21])=[O:20])[CH2:18][CH2:17]2)=[CH:14][CH:15]=1)=[N+:2]=[N-:3].